Dataset: Forward reaction prediction with 1.9M reactions from USPTO patents (1976-2016). Task: Predict the product of the given reaction. (1) Given the reactants [C:1]1([C:7]2([C:11](=[O:19])[CH2:12][N:13]3[CH2:18][CH2:17][CH2:16][CH2:15][CH2:14]3)[CH2:10][CH2:9][CH2:8]2)[CH:6]=[CH:5][CH:4]=[CH:3][CH:2]=1.[BH4-].[Na+], predict the reaction product. The product is: [C:1]1([C:7]2([CH:11]([OH:19])[CH2:12][N:13]3[CH2:18][CH2:17][CH2:16][CH2:15][CH2:14]3)[CH2:10][CH2:9][CH2:8]2)[CH:2]=[CH:3][CH:4]=[CH:5][CH:6]=1. (2) Given the reactants [NH2:1][C:2]1[CH:7]=[CH:6][C:5]([OH:8])=[CH:4][C:3]=1[OH:9].C(=O)(O)[O-].[Na+].Cl[CH2:16][C:17](Cl)=[O:18].[OH-].[Na+].Cl(O)(=O)=O, predict the reaction product. The product is: [OH:8][C:5]1[CH:6]=[CH:7][C:2]2[NH:1][C:17](=[O:18])[CH2:16][O:9][C:3]=2[CH:4]=1. (3) Given the reactants [C:1]([CH2:3][C:4]1[CH:13]=[CH:12][C:7]([O:8][CH2:9][C:10]#[N:11])=[CH:6][CH:5]=1)#[N:2].I[CH3:15].O, predict the reaction product. The product is: [C:10]([CH2:9][O:8][C:7]1[CH:12]=[CH:13][C:4]([CH:3]([CH3:15])[C:1]#[N:2])=[CH:5][CH:6]=1)#[N:11]. (4) The product is: [CH:38]([C:8]1[C:9]2[C:14](=[CH:13][CH:12]=[C:11]([CH:15]([C:27]3[CH:28]=[CH:29][CH:30]=[CH:31][CH:32]=3)[C:16]([CH3:26])([CH3:25])[C:17]([NH:19][C:20]3[S:21][CH:22]=[CH:23][N:24]=3)=[O:18])[CH:10]=2)[NH:6][CH:7]=1)=[O:39]. Given the reactants P(Cl)(Cl)(Cl)=O.[NH:6]1[C:14]2[C:9](=[CH:10][C:11]([CH:15]([C:27]3[CH:32]=[CH:31][CH:30]=[CH:29][CH:28]=3)[C:16]([CH3:26])([CH3:25])[C:17]([NH:19][C:20]3[S:21][CH:22]=[CH:23][N:24]=3)=[O:18])=[CH:12][CH:13]=2)[CH:8]=[CH:7]1.[OH-].[Na+].CN([CH:38]=[O:39])C, predict the reaction product. (5) Given the reactants [H-].[Na+].[CH3:3][O:4][C:5]1[C:6]([NH2:11])=[CH:7][CH:8]=[CH:9][CH:10]=1.[Cl:12][C:13]1[CH:18]=[CH:17][CH:16]=[C:15](Cl)[C:14]=1[N+:20]([O-:22])=[O:21].Cl, predict the reaction product. The product is: [Cl:12][C:13]1[C:14]([N+:20]([O-:22])=[O:21])=[C:15]([CH:16]=[CH:17][CH:18]=1)[NH:11][C:6]1[CH:7]=[CH:8][CH:9]=[CH:10][C:5]=1[O:4][CH3:3]. (6) Given the reactants [OH:1][CH2:2][CH2:3][C@@H:4]([NH:32]C(=O)OC(C)(C)C)[C:5]([NH:7][CH2:8][CH:9]1[CH2:14][CH2:13][C:12]2[C:15]3[C:20]([NH:21][C:22]4[CH:23]=[C:24]5[C:28](=[CH:29][CH:30]=4)[NH:27][N:26]=[CH:25]5)=[N:19][CH:18]=[N:17][C:16]=3[S:31][C:11]=2[CH2:10]1)=[O:6].O1CCOCC1.Cl, predict the reaction product. The product is: [NH:27]1[C:28]2[C:24](=[CH:23][C:22]([NH:21][C:20]3[C:15]4[C:12]5[CH2:13][CH2:14][CH:9]([CH2:8][NH:7][C:5](=[O:6])[C@H:4]([CH2:3][CH2:2][OH:1])[NH2:32])[CH2:10][C:11]=5[S:31][C:16]=4[N:17]=[CH:18][N:19]=3)=[CH:30][CH:29]=2)[CH:25]=[N:26]1. (7) The product is: [Cl:1][C:2]1[N:3]=[C:4]([N:20]2[CH2:21][CH2:22][O:23][CH2:24][CH2:25]2)[C:5]2[N:10]=[C:9]([CH:11]=[CH:12][C:14]3[CH:15]=[CH:16][CH:17]=[CH:18][CH:19]=3)[S:8][C:6]=2[N:7]=1. Given the reactants [Cl:1][C:2]1[N:3]=[C:4]([N:20]2[CH2:25][CH2:24][O:23][CH2:22][CH2:21]2)[C:5]2[N:10]=[C:9]([CH2:11][CH:12]([C:14]3[CH:19]=[CH:18][CH:17]=[CH:16][CH:15]=3)O)[S:8][C:6]=2[N:7]=1.C1(C)C=CC(S(O)(=O)=O)=CC=1, predict the reaction product. (8) The product is: [Br:14][C:15]1[C:16]2[O:34][CH2:33][CH2:32][C:31](=[CH:3][C:1]#[N:2])[C:17]=2[CH:18]=[C:19]2[C:23]=1[N:22]([C:24]1[CH:25]=[CH:26][C:27]([F:30])=[CH:28][CH:29]=1)[N:21]=[CH:20]2. Given the reactants [C:1]([CH2:3]P(=O)(OCC)OCC)#[N:2].[H-].[Na+].[Br:14][C:15]1[C:16]2[O:34][CH2:33][CH2:32][C:31](=O)[C:17]=2[CH:18]=[C:19]2[C:23]=1[N:22]([C:24]1[CH:29]=[CH:28][C:27]([F:30])=[CH:26][CH:25]=1)[N:21]=[CH:20]2, predict the reaction product. (9) Given the reactants [NH2:1][C@H:2]([CH:22]([CH3:24])[CH3:23])[CH2:3][NH:4][C:5](=[O:21])[C@@H:6]([NH:10][C:11]([O:13][CH2:14][C:15]1[CH:20]=[CH:19][CH:18]=[CH:17][CH:16]=1)=[O:12])[CH:7]([CH3:9])[CH3:8].C(N(CC)CC)C.[CH3:32][C:33]1[CH:41]=[CH:40][C:36]([C:37](Cl)=[O:38])=[CH:35][CH:34]=1, predict the reaction product. The product is: [CH3:23][CH:22]([CH3:24])[C@@H:2]([NH:1][C:37](=[O:38])[C:36]1[CH:40]=[CH:41][C:33]([CH3:32])=[CH:34][CH:35]=1)[CH2:3][NH:4][C:5](=[O:21])[C@@H:6]([NH:10][C:11]([O:13][CH2:14][C:15]1[CH:16]=[CH:17][CH:18]=[CH:19][CH:20]=1)=[O:12])[CH:7]([CH3:9])[CH3:8].